Dataset: NCI-60 drug combinations with 297,098 pairs across 59 cell lines. Task: Regression. Given two drug SMILES strings and cell line genomic features, predict the synergy score measuring deviation from expected non-interaction effect. (1) Drug 1: C1=NC(=NC(=O)N1C2C(C(C(O2)CO)O)O)N. Drug 2: C1=NC2=C(N1)C(=S)N=CN2. Cell line: UO-31. Synergy scores: CSS=13.7, Synergy_ZIP=-2.33, Synergy_Bliss=6.91, Synergy_Loewe=-11.2, Synergy_HSA=-1.75. (2) Synergy scores: CSS=20.4, Synergy_ZIP=-3.97, Synergy_Bliss=-1.26, Synergy_Loewe=-23.7, Synergy_HSA=-1.25. Drug 1: C1C(C(OC1N2C=C(C(=O)NC2=O)F)CO)O. Cell line: SF-268. Drug 2: CS(=O)(=O)OCCCCOS(=O)(=O)C. (3) Drug 1: CS(=O)(=O)C1=CC(=C(C=C1)C(=O)NC2=CC(=C(C=C2)Cl)C3=CC=CC=N3)Cl. Drug 2: COC1=C(C=C2C(=C1)N=CN=C2NC3=CC(=C(C=C3)F)Cl)OCCCN4CCOCC4. Cell line: K-562. Synergy scores: CSS=44.7, Synergy_ZIP=10.2, Synergy_Bliss=18.3, Synergy_Loewe=17.5, Synergy_HSA=20.6. (4) Drug 1: CNC(=O)C1=CC=CC=C1SC2=CC3=C(C=C2)C(=NN3)C=CC4=CC=CC=N4. Drug 2: CC12CCC(CC1=CCC3C2CCC4(C3CC=C4C5=CN=CC=C5)C)O. Cell line: OVCAR-5. Synergy scores: CSS=1.59, Synergy_ZIP=-1.97, Synergy_Bliss=1.80, Synergy_Loewe=-1.83, Synergy_HSA=0.0705. (5) Drug 1: C1=C(C(=O)NC(=O)N1)N(CCCl)CCCl. Drug 2: C(CCl)NC(=O)N(CCCl)N=O. Cell line: NCI-H226. Synergy scores: CSS=20.3, Synergy_ZIP=3.49, Synergy_Bliss=6.18, Synergy_Loewe=3.63, Synergy_HSA=5.84. (6) Drug 1: C1CN1P(=S)(N2CC2)N3CC3. Drug 2: CCCCCOC(=O)NC1=NC(=O)N(C=C1F)C2C(C(C(O2)C)O)O. Cell line: IGROV1. Synergy scores: CSS=8.20, Synergy_ZIP=-2.16, Synergy_Bliss=1.68, Synergy_Loewe=-3.03, Synergy_HSA=0.568. (7) Drug 1: CC=C1C(=O)NC(C(=O)OC2CC(=O)NC(C(=O)NC(CSSCCC=C2)C(=O)N1)C(C)C)C(C)C. Drug 2: CC1CCCC2(C(O2)CC(NC(=O)CC(C(C(=O)C(C1O)C)(C)C)O)C(=CC3=CSC(=N3)C)C)C. Cell line: COLO 205. Synergy scores: CSS=74.0, Synergy_ZIP=0.842, Synergy_Bliss=-0.690, Synergy_Loewe=1.78, Synergy_HSA=3.21. (8) Drug 1: C1=CN(C=N1)CC(O)(P(=O)(O)O)P(=O)(O)O. Drug 2: CN(CC1=CN=C2C(=N1)C(=NC(=N2)N)N)C3=CC=C(C=C3)C(=O)NC(CCC(=O)O)C(=O)O. Cell line: NCI-H226. Synergy scores: CSS=18.5, Synergy_ZIP=-5.44, Synergy_Bliss=2.82, Synergy_Loewe=-9.90, Synergy_HSA=2.18. (9) Drug 1: C1CC(=O)NC(=O)C1N2C(=O)C3=CC=CC=C3C2=O. Drug 2: CC1CCCC2(C(O2)CC(NC(=O)CC(C(C(=O)C(C1O)C)(C)C)O)C(=CC3=CSC(=N3)C)C)C. Cell line: RPMI-8226. Synergy scores: CSS=57.8, Synergy_ZIP=1.22, Synergy_Bliss=-1.18, Synergy_Loewe=-5.19, Synergy_HSA=1.42.